Dataset: Peptide-MHC class II binding affinity with 134,281 pairs from IEDB. Task: Regression. Given a peptide amino acid sequence and an MHC pseudo amino acid sequence, predict their binding affinity value. This is MHC class II binding data. The peptide sequence is AALAAAAGVPPADKY. The MHC is DRB1_0802 with pseudo-sequence DRB1_0802. The binding affinity (normalized) is 0.483.